From a dataset of Forward reaction prediction with 1.9M reactions from USPTO patents (1976-2016). Predict the product of the given reaction. (1) Given the reactants [N:1]1([C:7]2[N:12]=[CH:11][N:10]=[C:9]([NH2:13])[CH:8]=2)[CH2:6][CH2:5][O:4][CH2:3][CH2:2]1.[H-].[Na+].Cl[C:17]1[S:18][C:19]([C:22]#[N:23])=[CH:20][N:21]=1, predict the reaction product. The product is: [N:1]1([C:7]2[N:12]=[CH:11][N:10]=[C:9]([NH:13][C:17]3[S:18][C:19]([C:22]#[N:23])=[CH:20][N:21]=3)[CH:8]=2)[CH2:2][CH2:3][O:4][CH2:5][CH2:6]1. (2) Given the reactants Cl.[C:2](Cl)(=[O:9])[C:3]1[CH:8]=[CH:7][N:6]=[CH:5][CH:4]=1.C(N(CC)CC)C.ClCCl.[Cl:21][C:22]1[CH:23]=[CH:24][C:25]([N:29]2[CH2:34][CH2:33][CH2:32][CH2:31][CH2:30]2)=[C:26]([CH:28]=1)[NH2:27], predict the reaction product. The product is: [Cl:21][C:22]1[CH:23]=[CH:24][C:25]([N:29]2[CH2:30][CH2:31][CH2:32][CH2:33][CH2:34]2)=[C:26]([NH:27][C:2](=[O:9])[C:3]2[CH:8]=[CH:7][N:6]=[CH:5][CH:4]=2)[CH:28]=1.